Dataset: Forward reaction prediction with 1.9M reactions from USPTO patents (1976-2016). Task: Predict the product of the given reaction. (1) Given the reactants [Br:1][C:2]1[CH:7]=[CH:6][C:5]2[O:8][CH2:9][O:10][C:4]=2[CH:3]=1.[C:11]12(O)[CH2:20][CH:15]3[CH2:16][CH:17]([CH2:19][CH:13]([CH2:14]3)[CH2:12]1)[CH2:18]2.CS(O)(=O)=O, predict the reaction product. The product is: [C:11]12([C:6]3[C:5]4[O:8][CH2:9][O:10][C:4]=4[CH:3]=[C:2]([Br:1])[CH:7]=3)[CH2:20][CH:15]3[CH2:16][CH:17]([CH2:19][CH:13]([CH2:14]3)[CH2:12]1)[CH2:18]2. (2) The product is: [F:1][C:2]1[CH:3]=[N:4][C:5]([C@@H:8]([NH:10][C:11](=[O:13])[O:18][C:14]([CH3:17])([CH3:16])[CH3:15])[CH3:9])=[N:6][CH:7]=1. Given the reactants [F:1][C:2]1[CH:3]=[N:4][C:5]([C@@H:8]([NH:10][C:11](=[O:13])C)[CH3:9])=[N:6][CH:7]=1.[C:14]([O:18]C(OC([O:18][C:14]([CH3:17])([CH3:16])[CH3:15])=O)=O)([CH3:17])([CH3:16])[CH3:15].O.[OH-].[Li+].O, predict the reaction product. (3) Given the reactants Br[C:2]1[S:3][C:4]([C@@H:7]2[CH2:9][C@H:8]2[N:10]([CH:18]2[CH2:23][CH2:22][CH:21]([NH:24][C:25]([O:27][C:28]([CH3:31])([CH3:30])[CH3:29])=[O:26])[CH2:20][CH2:19]2)[C:11](=[O:17])[O:12][C:13]([CH3:16])([CH3:15])[CH3:14])=[CH:5][N:6]=1.[NH2:32][C:33]1[CH:34]=[C:35](B(O)O)[CH:36]=[CH:37][CH:38]=1.C([O-])([O-])=O.[K+].[K+].O, predict the reaction product. The product is: [NH2:32][C:33]1[CH:38]=[C:37]([C:2]2[S:3][C:4]([C@@H:7]3[CH2:9][C@H:8]3[N:10]([CH:18]3[CH2:23][CH2:22][CH:21]([NH:24][C:25]([O:27][C:28]([CH3:31])([CH3:30])[CH3:29])=[O:26])[CH2:20][CH2:19]3)[C:11](=[O:17])[O:12][C:13]([CH3:16])([CH3:15])[CH3:14])=[CH:5][N:6]=2)[CH:36]=[CH:35][CH:34]=1. (4) Given the reactants CN([CH:4]=[C:5]1[C:11](=O)[C:10]2[CH:13]=[C:14]([F:17])[CH:15]=[CH:16][C:9]=2[NH:8][C:7](=[O:18])[CH2:6]1)C.Cl.[CH3:20][O:21][C:22]1[CH:27]=[CH:26][C:25]([CH2:28][C:29]([NH2:31])=[NH:30])=[CH:24][CH:23]=1, predict the reaction product. The product is: [F:17][C:14]1[CH:15]=[CH:16][C:9]2[NH:8][C:7](=[O:18])[CH2:6][C:5]3[CH:4]=[N:30][C:29]([CH2:28][C:25]4[CH:24]=[CH:23][C:22]([O:21][CH3:20])=[CH:27][CH:26]=4)=[N:31][C:11]=3[C:10]=2[CH:13]=1. (5) The product is: [ClH:24].[OH:23][C:11]1([C:14]#[C:15][C:16]2[CH:21]=[CH:20][CH:19]=[CH:18][C:17]=2[F:22])[CH2:10][CH2:9][NH:8][CH2:13][CH2:12]1. Given the reactants C(OC([N:8]1[CH2:13][CH2:12][C:11]([OH:23])([C:14]#[C:15][C:16]2[CH:21]=[CH:20][CH:19]=[CH:18][C:17]=2[F:22])[CH2:10][CH2:9]1)=O)(C)(C)C.[ClH:24].C(OCC)(=O)C, predict the reaction product. (6) Given the reactants [C:1]([O:4][C@@H:5]1[C@@H:18]([O:19][C:20](=[O:22])[CH3:21])[C@H:17]([O:23][C:24](=[O:26])[CH3:25])[CH2:16][S:15][C@H:6]1[O:7][C:8]1[CH:13]=[CH:12][CH:11]=[C:10](Br)[CH:9]=1)(=[O:3])[CH3:2].[C:27]([C:29]1[N:34]=[CH:33][C:32](B(O)O)=[CH:31][CH:30]=1)#[N:28], predict the reaction product. The product is: [C:1]([O:4][C@@H:5]1[C@@H:18]([O:19][C:20](=[O:22])[CH3:21])[C@H:17]([O:23][C:24](=[O:26])[CH3:25])[CH2:16][S:15][C@H:6]1[O:7][C:8]1[CH:13]=[CH:12][CH:11]=[C:10]([C:32]2[CH:33]=[N:34][C:29]([C:27]#[N:28])=[CH:30][CH:31]=2)[CH:9]=1)(=[O:3])[CH3:2].